From a dataset of Full USPTO retrosynthesis dataset with 1.9M reactions from patents (1976-2016). Predict the reactants needed to synthesize the given product. (1) Given the product [CH3:29][N:2]([CH3:1])[CH2:3][CH2:4][CH:5]([O:22][C:23]1[CH:24]=[CH:25][CH:26]=[CH:27][CH:28]=1)[C:6]1[CH:11]=[CH:10][C:9]([CH2:12][CH2:13][CH2:14][CH2:15][N:16]2[CH2:21][CH2:20][CH2:19][CH2:18][CH2:17]2)=[CH:8][CH:7]=1, predict the reactants needed to synthesize it. The reactants are: [CH3:1][N:2]([CH3:29])[CH2:3][CH2:4][CH:5]([O:22][C:23]1[CH:28]=[CH:27][CH:26]=[CH:25][CH:24]=1)[C:6]1[CH:11]=[CH:10][C:9]([C:12]#[C:13][CH2:14][CH2:15][N:16]2[CH2:21][CH2:20][CH2:19][CH2:18][CH2:17]2)=[CH:8][CH:7]=1. (2) Given the product [NH2:55][C:56]1[O:43][C:42]([CH2:41][CH2:40][C:34]2[CH:35]=[CH:36][C:37]([O:38][CH3:39])=[C:32]([C:23]3[CH:24]=[CH:25][C:26]([C:28]([F:31])([F:30])[F:29])=[CH:27][C:22]=3[C@H:21]3[N:16]4[C:15](=[O:46])[O:14][C@H:13]([C:5]5[CH:4]=[C:3]([C:2]([F:1])([F:47])[F:48])[CH:8]=[C:7]([C:9]([F:11])([F:10])[F:12])[CH:6]=5)[C@@H:17]4[CH2:18][CH2:19][CH2:20]3)[CH:33]=2)=[N:44][N:45]=1, predict the reactants needed to synthesize it. The reactants are: [F:1][C:2]([F:48])([F:47])[C:3]1[CH:4]=[C:5]([C@@H:13]2[C@@H:17]3[CH2:18][CH2:19][CH2:20][C@@H:21]([C:22]4[CH:27]=[C:26]([C:28]([F:31])([F:30])[F:29])[CH:25]=[CH:24][C:23]=4[C:32]4[C:37]([O:38][CH3:39])=[CH:36][CH:35]=[C:34]([CH2:40][CH2:41][C:42]([NH:44][NH2:45])=[O:43])[CH:33]=4)[N:16]3[C:15](=[O:46])[O:14]2)[CH:6]=[C:7]([C:9]([F:12])([F:11])[F:10])[CH:8]=1.C(=O)(O)[O-].[Na+].O.[N:55]#[C:56]Br. (3) Given the product [NH2:1][C:2]1[C:3]([C:20]([OH:22])=[O:21])=[N:4][C:5]([C:8]2[CH:13]=[CH:12][C:11]([S:14]([N:17]([CH3:18])[CH3:19])(=[O:15])=[O:16])=[CH:10][CH:9]=2)=[CH:6][N:7]=1, predict the reactants needed to synthesize it. The reactants are: [NH2:1][C:2]1[C:3]([C:20]([O:22]C)=[O:21])=[N:4][C:5]([C:8]2[CH:13]=[CH:12][C:11]([S:14]([N:17]([CH3:19])[CH3:18])(=[O:16])=[O:15])=[CH:10][CH:9]=2)=[CH:6][N:7]=1.[OH-].[Li+]. (4) Given the product [C:15]([C:2]1[C:7]2[CH:8]=[C:9]3[N:13]([C:6]=2[CH:5]=[CH:4][N:3]=1)[CH2:12][CH2:11][C:10]3=[O:14])([CH3:20])=[CH2:16], predict the reactants needed to synthesize it. The reactants are: Cl[C:2]1[C:7]2[CH:8]=[C:9]3[N:13]([C:6]=2[CH:5]=[CH:4][N:3]=1)[CH2:12][CH2:11][C:10]3=[O:14].[C:15]1([As](C2C=CC=CC=2)C2C=CC=CC=2)[CH:20]=CC=C[CH:16]=1.C([Sn](CCCC)(CCCC)C(C)=C)CCC. (5) Given the product [C:12]([O:11][C:9]([N:16]1[CH2:21][CH2:20][C:19](=[O:22])[C:18](=[CH:1][N:2]([CH3:4])[CH3:3])[CH2:17]1)=[O:10])([CH3:15])([CH3:14])[CH3:13], predict the reactants needed to synthesize it. The reactants are: [CH3:1][N:2]([CH:4](OC)OC)[CH3:3].[C:9]([N:16]1[CH2:21][CH2:20][C:19](=[O:22])[CH2:18][CH2:17]1)([O:11][C:12]([CH3:15])([CH3:14])[CH3:13])=[O:10]. (6) Given the product [Cl:1][C:2]1[CH:7]=[CH:6][N:5]=[C:4]([C@@H:8]([NH2:12])[CH2:9][CH:10]=[CH2:11])[CH:3]=1, predict the reactants needed to synthesize it. The reactants are: [Cl:1][C:2]1[CH:7]=[CH:6][N:5]=[C:4]([C@@H:8]([NH:12][S@@](C(C)(C)C)=O)[CH2:9][CH:10]=[CH2:11])[CH:3]=1.Cl. (7) Given the product [NH2:1][C:2]1[CH:3]=[CH:4][C:5]([CH:13]2[CH2:18][CH2:17][CH:16]([N:21]([CH3:22])[CH3:20])[CH2:15][CH2:14]2)=[C:6]2[C:10]=1[C:9](=[O:11])[N:8]([CH3:12])[CH2:7]2, predict the reactants needed to synthesize it. The reactants are: [NH2:1][C:2]1[CH:3]=[CH:4][C:5]([CH:13]2[CH2:18][CH2:17][C:16](=O)[CH2:15][CH2:14]2)=[C:6]2[C:10]=1[C:9](=[O:11])[N:8]([CH3:12])[CH2:7]2.[CH3:20][NH:21][CH3:22].C1COCC1.C(O[BH-](OC(=O)C)OC(=O)C)(=O)C.[Na+].